From a dataset of Catalyst prediction with 721,799 reactions and 888 catalyst types from USPTO. Predict which catalyst facilitates the given reaction. (1) Reactant: Br[C:2]1[CH:26]=[CH:25][C:24]([CH3:28])([CH3:27])[C:23]2[C:3]=1[CH:4]=[C:5]1[C:22]=2[CH:21]=[C:20]2[C:7]([C:8]3[CH:9]=[CH:10][CH:11]=[CH:12][C:13]=3[C:14]3[CH:15]=[CH:16][CH:17]=[CH:18][C:19]=32)=[CH:6]1.[B:38]1([B:38]2[O:42][C:41]([CH3:44])([CH3:43])[C:40]([CH3:46])([CH3:45])[O:39]2)[O:42][C:41]([CH3:44])([CH3:43])[C:40]([CH3:46])([CH3:45])[O:39]1.C([O-])(=O)C.[K+]. Product: [CH3:27][C:24]1([CH3:28])[C:23]2[C:3]([CH:4]=[C:5]3[C:22]=2[CH:21]=[C:20]2[C:7]([C:8]4[CH:9]=[CH:10][CH:11]=[CH:12][C:13]=4[C:14]4[CH:15]=[CH:16][CH:17]=[CH:18][C:19]=42)=[CH:6]3)=[C:2]([B:38]2[O:39][C:40]([CH3:45])([CH3:46])[C:41]([CH3:43])([CH3:44])[O:42]2)[CH:26]=[CH:25]1. The catalyst class is: 203. (2) Reactant: C[Si]([I:5])(C)C.COC([N:10]1[CH2:15][CH2:14][CH:13]([C:16]2[CH:21]=[CH:20][C:19]([Br:22])=[CH:18][CH:17]=2)[CH2:12][CH2:11]1)=O.C(OCC)C. Product: [IH:5].[Br:22][C:19]1[CH:20]=[CH:21][C:16]([CH:13]2[CH2:12][CH2:11][NH2+:10][CH2:15][CH2:14]2)=[CH:17][CH:18]=1. The catalyst class is: 2.